This data is from Full USPTO retrosynthesis dataset with 1.9M reactions from patents (1976-2016). The task is: Predict the reactants needed to synthesize the given product. Given the product [CH2:14]([N:3]([CH2:1][CH3:2])[C:4](=[O:13])[O:5][C:6]1[CH:11]=[CH:10][CH:9]=[C:8]([Br:12])[C:7]=1[CH2:16][CH3:17])[CH3:15], predict the reactants needed to synthesize it. The reactants are: [CH2:1]([N:3]([CH2:14][CH3:15])[C:4](=[O:13])[O:5][C:6]1[CH:11]=[CH:10][CH:9]=[C:8]([Br:12])[CH:7]=1)[CH3:2].[CH:16]([Li])(CC)[CH3:17].CN(CCN(C)C)C.ICC.